Dataset: Forward reaction prediction with 1.9M reactions from USPTO patents (1976-2016). Task: Predict the product of the given reaction. (1) Given the reactants [CH3:1][C:2]1[O:6][C:5]([C:7]2[CH:12]=[CH:11][CH:10]=[CH:9][CH:8]=2)=[N:4][C:3]=1[CH2:13][CH2:14][CH2:15][C:16]#[C:17][Si](C)(C)C.[OH-].[K+], predict the reaction product. The product is: [CH3:1][C:2]1[O:6][C:5]([C:7]2[CH:8]=[CH:9][CH:10]=[CH:11][CH:12]=2)=[N:4][C:3]=1[CH2:13][CH2:14][CH2:15][C:16]#[CH:17]. (2) Given the reactants [N:1]1[C:6]([CH:7]=O)=[CH:5][CH:4]=[CH:3][C:2]=1[CH:9]=O.[Cl:11][C:12]1[CH:18]=[CH:17][CH:16]=[C:15]([Cl:19])[C:13]=1[NH2:14], predict the reaction product. The product is: [Cl:11][C:12]1[CH:18]=[CH:17][CH:16]=[C:15]([Cl:19])[C:13]=1[N:14]=[CH:9][C:2]1[CH:3]=[CH:4][CH:5]=[C:6]([CH:7]=[N:14][C:13]2[C:12]([Cl:11])=[CH:18][CH:17]=[CH:16][C:15]=2[Cl:19])[N:1]=1. (3) Given the reactants C1(C)C=CC=CC=1.CN(C=O)C.[N:13]12[CH2:20][CH2:19][CH:16]([CH2:17][CH2:18]1)[C@@H:15]([OH:21])[CH2:14]2.CC([O:26][C:27]([N:29]1[CH2:38][CH2:37][C:36]2[C:31](=[CH:32][CH:33]=[CH:34][CH:35]=2)[C@@H:30]1[C:39]1[CH:44]=[CH:43][CH:42]=[CH:41][CH:40]=1)=O)(C)C, predict the reaction product. The product is: [CH:42]1[CH:43]=[CH:44][C:39]([C@@H:30]2[N:29]([C:27]([O:21][C@@H:15]3[CH:16]4[CH2:19][CH2:20][N:13]([CH2:18][CH2:17]4)[CH2:14]3)=[O:26])[CH2:38][CH2:37][C:36]3[CH:35]=[CH:34][CH:33]=[CH:32][C:31]2=3)=[CH:40][CH:41]=1. (4) Given the reactants [CH:1]([NH:4][C:5]([C:7]1[C:16](=[O:17])[C:15]2[C:10](=[N:11][CH:12]=[CH:13][CH:14]=2)[N:9]([C:18]2[CH:23]=[CH:22][CH:21]=[C:20](B3OC(C)(C)C(C)(C)O3)[CH:19]=2)[CH:8]=1)=[O:6])([CH3:3])[CH3:2].Br[C:34]1[CH:39]=[CH:38][C:37]([C:40]2[CH:41]=[N:42][CH:43]=[CH:44][CH:45]=2)=[CH:36][CH:35]=1.C(=O)([O-])[O-].[Na+].[Na+], predict the reaction product. The product is: [CH:1]([NH:4][C:5]([C:7]1[C:16](=[O:17])[C:15]2[C:10](=[N:11][CH:12]=[CH:13][CH:14]=2)[N:9]([C:18]2[CH:23]=[CH:22][CH:21]=[C:20]([C:34]3[CH:35]=[CH:36][C:37]([C:40]4[CH:41]=[N:42][CH:43]=[CH:44][CH:45]=4)=[CH:38][CH:39]=3)[CH:19]=2)[CH:8]=1)=[O:6])([CH3:2])[CH3:3]. (5) Given the reactants Cl.[CH3:2][N:3]1[CH2:8][CH2:7][N:6]([C:9]([Cl:11])=[O:10])[CH2:5][CH2:4]1.Cl.[OH2:13].[NH:14]1[CH2:19][CH2:18][CH2:17][CH2:16][C:15]1=O.C(N(CC)CC)C, predict the reaction product. The product is: [ClH:11].[CH3:2][N:3]1[CH2:8][CH2:7][N:6]([C:9]([N:14]2[CH2:19][CH2:18][C:17](=[O:13])[CH2:16][CH2:15]2)=[O:10])[CH2:5][CH2:4]1. (6) Given the reactants C([O-])([O-])=O.[K+].[K+].[F:7][C:8]1[N:12]([CH3:13])[N:11]=[C:10]([CH3:14])[C:9]=1[C:15]([NH2:17])=[O:16].CNC1CCCCC1NC.Br[C:29]1[CH:34]=[CH:33][CH:32]=[CH:31][C:30]=1[CH:35]([CH3:40])[CH2:36][CH:37]([CH3:39])[CH3:38].C(N(CC(O)=O)CC(O)=O)CN(CC(O)=O)CC(O)=O, predict the reaction product. The product is: [CH3:40][CH:35]([C:30]1[CH:29]=[CH:34][CH:33]=[CH:32][C:31]=1[NH:17][C:15]([C:9]1[C:10]([CH3:14])=[N:11][N:12]([CH3:13])[C:8]=1[F:7])=[O:16])[CH2:36][CH:37]([CH3:38])[CH3:39].